This data is from Reaction yield outcomes from USPTO patents with 853,638 reactions. The task is: Predict the reaction yield, written as a fraction of the theoretical maximum amount of product (1.0 means a 100% yield; for example, 0.34 means a 34% yield). (1) The reactants are [CH2:1]([O:3][C:4]1[CH:9]=[CH:8][C:7]([S:10](Cl)(=[O:12])=[O:11])=[CH:6][C:5]=1[C:14]1[NH:19][C:18](=[O:20])[C:17]2=[C:21]([CH3:27])[N:22]=[C:23]([CH2:24][CH2:25][CH3:26])[N:16]2[N:15]=1)[CH3:2].FC(F)(F)C(O)=O.[CH3:35][N:36]1[O:40][NH+:39]([O-:41])[CH:38]=[C:37]1[C:42]([N:44]1[CH2:49][CH2:48][NH:47][CH2:46][CH2:45]1)=[O:43].C(N(CC)CC)C. The catalyst is ClCCl. The product is [CH2:1]([O:3][C:4]1[CH:9]=[CH:8][C:7]([S:10]([N:47]2[CH2:46][CH2:45][N:44]([C:42]([C:37]3[N:36]([CH3:35])[O:40][NH+:39]([O-:41])[CH:38]=3)=[O:43])[CH2:49][CH2:48]2)(=[O:12])=[O:11])=[CH:6][C:5]=1[C:14]1[NH:19][C:18](=[O:20])[C:17]2=[C:21]([CH3:27])[N:22]=[C:23]([CH2:24][CH2:25][CH3:26])[N:16]2[N:15]=1)[CH3:2]. The yield is 0.740. (2) The reactants are CN(C)C=O.C(=O)([O-])[O-].[K+].[K+].I[C:13]1[C:18]([O:19][C:20]2[C:29]3[C:24](=[CH:25][C:26]([O:32][CH3:33])=[C:27]([O:30][CH3:31])[CH:28]=3)[N:23]=[CH:22][CH:21]=2)=[CH:17][CH:16]=[C:15]([CH3:34])[N:14]=1.[N:35]1[CH:40]=[CH:39][C:38](B(O)O)=[CH:37][CH:36]=1. The catalyst is O.C(O)C. The product is [CH3:31][O:30][C:27]1[CH:28]=[C:29]2[C:24](=[CH:25][C:26]=1[O:32][CH3:33])[N:23]=[CH:22][CH:21]=[C:20]2[O:19][C:18]1[C:13]([C:38]2[CH:39]=[CH:40][N:35]=[CH:36][CH:37]=2)=[N:14][C:15]([CH3:34])=[CH:16][CH:17]=1. The yield is 0.660.